This data is from Catalyst prediction with 721,799 reactions and 888 catalyst types from USPTO. The task is: Predict which catalyst facilitates the given reaction. (1) Reactant: Br[C:2]1[CH:3]=[C:4]2[C:9](=[CH:10][CH:11]=1)[C:8]([CH3:12])=[C:7]([O:13][Si:14]([C:17]([CH3:20])([CH3:19])[CH3:18])([CH3:16])[CH3:15])[CH:6]=[CH:5]2.C([Li])CCC.[CH:26]([C:28]1[N:29]=[CH:30][N:31]([C:33]([C:46]2[CH:51]=[CH:50][CH:49]=[CH:48][CH:47]=2)([C:40]2[CH:45]=[CH:44][CH:43]=[CH:42][CH:41]=2)[C:34]2[CH:39]=[CH:38][CH:37]=[CH:36][CH:35]=2)[CH:32]=1)=[O:27].[Cl-].[NH4+]. Product: [Si:14]([O:13][C:7]1[C:8]([CH3:12])=[C:9]2[C:4](=[CH:5][CH:6]=1)[CH:3]=[C:2]([CH:26]([C:28]1[N:29]=[CH:30][N:31]([C:33]([C:34]3[CH:39]=[CH:38][CH:37]=[CH:36][CH:35]=3)([C:40]3[CH:41]=[CH:42][CH:43]=[CH:44][CH:45]=3)[C:46]3[CH:51]=[CH:50][CH:49]=[CH:48][CH:47]=3)[CH:32]=1)[OH:27])[CH:11]=[CH:10]2)([C:17]([CH3:20])([CH3:19])[CH3:18])([CH3:16])[CH3:15]. The catalyst class is: 134. (2) Reactant: [F:1][C:2]1[CH:7]=[C:6]([F:8])[CH:5]=[CH:4][C:3]=1[NH:9][C:10](=[O:25])[CH2:11][CH:12]1[CH2:17][CH2:16][N:15](C(OC(C)(C)C)=O)[CH2:14][CH2:13]1.C(O)(C(F)(F)F)=O. Product: [F:1][C:2]1[CH:7]=[C:6]([F:8])[CH:5]=[CH:4][C:3]=1[NH:9][C:10](=[O:25])[CH2:11][CH:12]1[CH2:13][CH2:14][NH:15][CH2:16][CH2:17]1. The catalyst class is: 2. (3) Reactant: Cl[C:2]1[C:3]([Cl:18])=[C:4]([C:7]([C:10]2[CH:15]=[CH:14][CH:13]=[C:12]([O:16][CH3:17])[CH:11]=2)=[CH:8][N:9]=1)[C:5]#[N:6].[NH2:19][C:20]1[C:21]([CH3:26])=[CH:22][CH:23]=[CH:24][CH:25]=1. Product: [Cl:18][C:3]1[C:2]([NH:19][C:20]2[CH:25]=[CH:24][CH:23]=[CH:22][C:21]=2[CH3:26])=[N:9][CH:8]=[C:7]([C:10]2[CH:15]=[CH:14][CH:13]=[C:12]([O:16][CH3:17])[CH:11]=2)[C:4]=1[C:5]#[N:6]. The catalyst class is: 148.